From a dataset of Full USPTO retrosynthesis dataset with 1.9M reactions from patents (1976-2016). Predict the reactants needed to synthesize the given product. (1) Given the product [C:1]([O:5][C:6]([N:8]([CH3:31])[CH2:9][CH2:10][N:11]1[CH2:16][CH2:15][CH:14]([N:17]2[C:21]([C:22]([OH:24])=[O:23])=[CH:20][C:19]([C:27]([F:28])([F:30])[F:29])=[N:18]2)[CH2:13][CH2:12]1)=[O:7])([CH3:4])([CH3:3])[CH3:2], predict the reactants needed to synthesize it. The reactants are: [C:1]([O:5][C:6]([N:8]([CH3:31])[CH2:9][CH2:10][N:11]1[CH2:16][CH2:15][CH:14]([N:17]2[C:21]([C:22]([O:24]CC)=[O:23])=[CH:20][C:19]([C:27]([F:30])([F:29])[F:28])=[N:18]2)[CH2:13][CH2:12]1)=[O:7])([CH3:4])([CH3:3])[CH3:2].[OH-].[Na+].C1COCC1. (2) Given the product [ClH:48].[C:35]([O:32][C@H:13]([CH2:12][NH:11][C:8]([C:4]1[CH:5]=[CH:6][CH:7]=[C:2]([Br:1])[CH:3]=1)([CH3:10])[CH3:9])[C@@H:14]([NH:24][C:25](=[O:31])[CH3:40])[CH2:15][C:16]1[CH:17]=[C:18]([F:23])[CH:19]=[C:20]([F:22])[CH:21]=1)(=[O:37])[CH3:34], predict the reactants needed to synthesize it. The reactants are: [Br:1][C:2]1[CH:3]=[C:4]([C:8]([NH:11][CH2:12][C@@H:13]([OH:32])[C@@H:14]([NH:24][C:25](=[O:31])OC(C)(C)C)[CH2:15][C:16]2[CH:21]=[C:20]([F:22])[CH:19]=[C:18]([F:23])[CH:17]=2)([CH3:10])[CH3:9])[CH:5]=[CH:6][CH:7]=1.F[C:34](F)(F)[C:35]([OH:37])=O.[C:40](C1NC=CN=1)(=O)C.[ClH:48]. (3) The reactants are: N.[CH2:2]([P:4]([CH2:7][CH2:8][C:9]#[N:10])(=[O:6])[OH:5])[CH3:3].[H][H].[OH-].[Na+].S(=O)(=O)(O)O. Given the product [CH2:2]([P:4]([CH2:7][CH2:8][CH2:9][NH2:10])(=[O:5])[OH:6])[CH3:3], predict the reactants needed to synthesize it. (4) Given the product [F:1][C:2]1[N:7]=[CH:6][C:5]([C:8]2[CH:13]=[CH:12][N:11]=[C:10]([NH:14][C:15]3[O:16][C@:17]4([CH2:25][N:26]=3)[CH:22]3[CH2:23][CH2:24][N+:19]([O-:35])([CH2:20][CH2:21]3)[CH2:18]4)[CH:9]=2)=[CH:4][CH:3]=1, predict the reactants needed to synthesize it. The reactants are: [F:1][C:2]1[N:7]=[CH:6][C:5]([C:8]2[CH:13]=[CH:12][N:11]=[C:10]([NH:14][C:15]3[O:16][C@:17]4([CH2:25][N:26]=3)[CH:22]3[CH2:23][CH2:24][N:19]([CH2:20][CH2:21]3)[CH2:18]4)[CH:9]=2)=[CH:4][CH:3]=1.C1C=C(Cl)C=C(C(OO)=[O:35])C=1.